From a dataset of Catalyst prediction with 721,799 reactions and 888 catalyst types from USPTO. Predict which catalyst facilitates the given reaction. (1) Reactant: [CH2:1]([N:8]1[C:13]([CH3:14])=[CH:12][C:11]([O:15][CH2:16][C:17]2[CH:24]=[CH:23][CH:22]=[CH:21][C:18]=2[C:19]#[N:20])=[C:10]([CH3:25])[C:9]1=[O:26])[C:2]1[CH:7]=[CH:6][CH:5]=[CH:4][CH:3]=1.B.C1COCC1. Product: [NH2:20][CH2:19][C:18]1[CH:21]=[CH:22][CH:23]=[CH:24][C:17]=1[CH2:16][O:15][C:11]1[CH:12]=[C:13]([CH3:14])[N:8]([CH2:1][C:2]2[CH:7]=[CH:6][CH:5]=[CH:4][CH:3]=2)[C:9](=[O:26])[C:10]=1[CH3:25]. The catalyst class is: 1. (2) Reactant: [Si]([O:8][C@H:9]([CH3:26])[C@:10]([C:18]1[CH:23]=[CH:22][C:21]([F:24])=[CH:20][C:19]=1[F:25])([OH:17])[CH2:11][N:12]1[CH:16]=[N:15][CH:14]=[N:13]1)(C(C)(C)C)(C)C.Cl.C1(C)C=CC=CC=1. Product: [F:25][C:19]1[CH:20]=[C:21]([F:24])[CH:22]=[CH:23][C:18]=1[C@:10]([OH:17])([C@H:9]([OH:8])[CH3:26])[CH2:11][N:12]1[CH:16]=[N:15][CH:14]=[N:13]1. The catalyst class is: 5.